Dataset: Full USPTO retrosynthesis dataset with 1.9M reactions from patents (1976-2016). Task: Predict the reactants needed to synthesize the given product. (1) Given the product [CH2:9]=[CH:10][C:11](=[CH2:12])[CH3:16].[CH2:9]=[CH:10][C:11]1[CH:16]=[CH:15][CH:14]=[CH:13][CH:12]=1, predict the reactants needed to synthesize it. The reactants are: CN(CCN(C)C)C.[CH2:9]=[CH:10][C:11]1[CH:16]=[CH:15][CH:14]=[CH:13][CH:12]=1.C([Li])CCC.C=CC(=C)C.CO. (2) Given the product [C:22]([C:21]1[CH:24]=[C:17]([CH3:16])[CH:18]=[CH:19][C:20]=1[C:2]1[CH:3]=[C:4]([C:12]([O:14][CH3:15])=[O:13])[CH:5]=[C:6]([C:7]([O:9][CH3:10])=[O:8])[CH:11]=1)#[N:23], predict the reactants needed to synthesize it. The reactants are: Br[C:2]1[CH:3]=[C:4]([C:12]([O:14][CH3:15])=[O:13])[CH:5]=[C:6]([CH:11]=1)[C:7]([O:9][CH3:10])=[O:8].[CH3:16][C:17]1[CH:18]=[CH:19][C:20](B2OC(C)(C)C(C)(C)O2)=[C:21]([CH:24]=1)[C:22]#[N:23].C1(C)C=CC=CC=1.C(=O)([O-])[O-].[Cs+].[Cs+]. (3) Given the product [CH3:1][CH:2]1[CH2:7][CH2:6][N:5]([CH2:8][CH2:9][CH:10]2[CH2:18][CH2:17][CH2:16][C:15]3[N:14]([C:19]4[CH:20]=[CH:21][CH:22]=[CH:23][CH:24]=4)[N:13]=[CH:12][C:11]2=3)[CH2:4][CH2:3]1, predict the reactants needed to synthesize it. The reactants are: [CH3:1][CH:2]1[CH2:7][CH2:6][N:5]([CH2:8][CH:9]=[C:10]2[CH2:18][CH2:17][CH2:16][C:15]3[N:14]([C:19]4[CH:24]=[CH:23][CH:22]=[CH:21][CH:20]=4)[N:13]=[CH:12][C:11]2=3)[CH2:4][CH2:3]1. (4) The reactants are: [CH:1](=O)[C:2]1[CH:7]=[CH:6][CH:5]=[N:4][CH:3]=1.Cl.[NH2:10][C:11]1([C:14]([O:16][CH2:17][CH3:18])=[O:15])[CH2:13][CH2:12]1. Given the product [CH3:12][C:11]([NH:10][CH2:1][C:2]1[CH:3]=[N:4][CH:5]=[CH:6][CH:7]=1)([CH3:13])[C:14]([O:16][CH2:17][CH3:18])=[O:15], predict the reactants needed to synthesize it. (5) Given the product [Cl:11][C:10]1[CH:9]=[C:8]2[C:4](=[CH:3][C:2]=1[Cl:1])[CH2:5][N:6]([C:13]1[C:14]([CH3:35])=[C:15]([CH3:34])[C:16]3[O:20][C:19]([CH3:21])([CH3:22])[CH:18]([C:23]4[CH:28]=[CH:27][C:26]([CH:29]([CH3:31])[CH3:30])=[CH:25][CH:24]=4)[C:17]=3[C:32]=1[CH3:33])[CH2:7]2, predict the reactants needed to synthesize it. The reactants are: [Cl:1][C:2]1[CH:3]=[C:4]2[C:8](=[CH:9][C:10]=1[Cl:11])[C:7](=O)[N:6]([C:13]1[C:14]([CH3:35])=[C:15]([CH3:34])[C:16]3[O:20][C:19]([CH3:22])([CH3:21])[CH:18]([C:23]4[CH:28]=[CH:27][C:26]([CH:29]([CH3:31])[CH3:30])=[CH:25][CH:24]=4)[C:17]=3[C:32]=1[CH3:33])[C:5]2=O.